From a dataset of Catalyst prediction with 721,799 reactions and 888 catalyst types from USPTO. Predict which catalyst facilitates the given reaction. Reactant: [Cl:1][C:2]1[CH:11]=[CH:10][CH:9]=[C:8]2[C:3]=1[CH:4]=[CH:5][CH:6]=[N:7]2.Cl.[BH3-]C#N.[Na+]. Product: [Cl:1][C:2]1[CH:11]=[CH:10][CH:9]=[C:8]2[C:3]=1[CH2:4][CH2:5][CH2:6][NH:7]2. The catalyst class is: 14.